From a dataset of Full USPTO retrosynthesis dataset with 1.9M reactions from patents (1976-2016). Predict the reactants needed to synthesize the given product. (1) Given the product [C:9]([O:13][C:14]([N:1]1[CH2:7][CH2:6][CH2:5][C:4](=[O:8])[CH2:3][CH2:2]1)=[O:15])([CH3:12])([CH3:11])[CH3:10], predict the reactants needed to synthesize it. The reactants are: [NH:1]1[CH2:7][CH2:6][CH2:5][C:4](=[O:8])[CH2:3][CH2:2]1.[C:9]([O:13][C:14](O[C:14]([O:13][C:9]([CH3:12])([CH3:11])[CH3:10])=[O:15])=[O:15])([CH3:12])([CH3:11])[CH3:10].C(=O)([O-])[O-].[Na+].[Na+]. (2) Given the product [C:1]([O:5][C:6]([N:8]1[CH2:13][CH2:12][CH2:11][CH2:10][C@@H:9]1[CH2:14][O:15][C:16]1[CH:21]=[CH:20][CH:19]=[C:18]([NH2:22])[C:17]=1[C:25]#[N:26])=[O:7])([CH3:4])([CH3:2])[CH3:3], predict the reactants needed to synthesize it. The reactants are: [C:1]([O:5][C:6]([N:8]1[CH2:13][CH2:12][CH2:11][CH2:10][C@@H:9]1[CH2:14][O:15][C:16]1[CH:21]=[CH:20][CH:19]=[C:18]([N+:22]([O-])=O)[C:17]=1[C:25]#[N:26])=[O:7])([CH3:4])([CH3:3])[CH3:2]. (3) Given the product [Br:15][CH2:1][C:2]1[CH:10]=[CH:9][C:5]([C:6]([OH:8])=[O:7])=[CH:4][C:3]=1[C:11]([F:12])([F:13])[F:14], predict the reactants needed to synthesize it. The reactants are: [CH3:1][C:2]1[CH:10]=[CH:9][C:5]([C:6]([OH:8])=[O:7])=[CH:4][C:3]=1[C:11]([F:14])([F:13])[F:12].[Br:15]N1C(=O)CCC1=O.C(OOC(=O)C1C=CC=CC=1)(=O)C1C=CC=CC=1. (4) Given the product [OH:11][CH2:12][CH2:13][O:27][C:26](=[O:28])[CH2:25][CH2:24][CH2:23]/[CH:22]=[CH:21]\[CH2:20][C@H:19]1[C@H:15]([Cl:14])[CH2:16][C@@H:17]([OH:39])[C@@H:18]1[CH2:29][O:30][C:31]1[CH:32]=[C:33]([Cl:38])[CH:34]=[C:35]([Cl:37])[CH:36]=1, predict the reactants needed to synthesize it. The reactants are: C(N(CC)CC)C.ClC([O:11][CH2:12][CH3:13])=O.[Cl:14][C@H:15]1[C@H:19]([CH2:20]/[CH:21]=[CH:22]\[CH2:23][CH2:24][CH2:25][C:26]([OH:28])=[O:27])[C@@H:18]([CH2:29][O:30][C:31]2[CH:36]=[C:35]([Cl:37])[CH:34]=[C:33]([Cl:38])[CH:32]=2)[C@H:17]([OH:39])[CH2:16]1.C(O)CO. (5) Given the product [CH2:35]([O:34][C:32](=[O:33])[O:25][CH2:24][CH:21]1[CH2:22][CH2:23][N:18]([C:17]2[C:12]3[C:11]([CH3:27])=[CH:10][N:9]([C:5]4[C:6]([CH3:8])=[CH:7][C:2]([Br:1])=[CH:3][C:4]=4[CH3:28])[C:13]=3[N:14]=[C:15]([CH3:26])[N:16]=2)[CH2:19][CH2:20]1)[CH3:36], predict the reactants needed to synthesize it. The reactants are: [Br:1][C:2]1[CH:7]=[C:6]([CH3:8])[C:5]([N:9]2[C:13]3[N:14]=[C:15]([CH3:26])[N:16]=[C:17]([N:18]4[CH2:23][CH2:22][CH:21]([CH2:24][OH:25])[CH2:20][CH2:19]4)[C:12]=3[C:11]([CH3:27])=[CH:10]2)=[C:4]([CH3:28])[CH:3]=1.[H-].[Na+].Cl[C:32]([O:34][CH2:35][CH3:36])=[O:33]. (6) Given the product [C:13]([CH:15]([CH:21]([C:5]1[CH:6]=[CH:7][CH:8]=[CH:9][C:4]=1[CH:1]([CH3:3])[CH3:2])[C:22]1[C:31]2[C:26](=[CH:27][CH:28]=[CH:29][CH:30]=2)[CH:25]=[CH:24][CH:23]=1)[C:16]([O:18][CH2:19][CH3:20])=[O:17])#[N:14], predict the reactants needed to synthesize it. The reactants are: [CH:1]([C:4]1[CH:9]=[CH:8][CH:7]=[CH:6][C:5]=1[Mg]Br)([CH3:3])[CH3:2].[Mg].[C:13](/[C:15](=[CH:21]\[C:22]1[C:31]2[C:26](=[CH:27][CH:28]=[CH:29][CH:30]=2)[CH:25]=[CH:24][CH:23]=1)/[C:16]([O:18][CH2:19][CH3:20])=[O:17])#[N:14]. (7) Given the product [C:25]1([S:31]([N:20]2[CH2:21][CH2:22][CH:17]([CH2:16][C:15]3[C:9]4[C:10](=[N:11][CH:12]=[C:7]([C:6]5[C:2]([CH3:1])=[N:3][O:4][C:5]=5[CH3:24])[CH:8]=4)[N:13]([CH3:23])[CH:14]=3)[CH2:18][CH2:19]2)(=[O:33])=[O:32])[CH:30]=[CH:29][CH:28]=[CH:27][CH:26]=1, predict the reactants needed to synthesize it. The reactants are: [CH3:1][C:2]1[C:6]([C:7]2[CH:8]=[C:9]3[C:15]([CH2:16][CH:17]4[CH2:22][CH2:21][NH:20][CH2:19][CH2:18]4)=[CH:14][N:13]([CH3:23])[C:10]3=[N:11][CH:12]=2)=[C:5]([CH3:24])[O:4][N:3]=1.[C:25]1([S:31](Cl)(=[O:33])=[O:32])[CH:30]=[CH:29][CH:28]=[CH:27][CH:26]=1.O.